From a dataset of Forward reaction prediction with 1.9M reactions from USPTO patents (1976-2016). Predict the product of the given reaction. (1) Given the reactants Cl[S:2]([N:5]=C=O)(=[O:4])=[O:3].C(O)=O.C(#N)C.[OH:14][CH2:15][CH2:16][CH2:17][CH2:18][C@H:19]([NH:34][C:35](=[O:44])[O:36][CH2:37][C:38]1[CH:43]=[CH:42][CH:41]=[CH:40][CH:39]=1)[C:20](=[O:33])[NH:21][C:22]1[S:23][CH:24]=[C:25]([C:27]2[CH:32]=[CH:31][CH:30]=[CH:29][CH:28]=2)[N:26]=1, predict the reaction product. The product is: [S:2](=[O:3])(=[O:4])([O:14][CH2:15][CH2:16][CH2:17][CH2:18][C@H:19]([NH:34][C:35]([O:36][CH2:37][C:38]1[CH:39]=[CH:40][CH:41]=[CH:42][CH:43]=1)=[O:44])[C:20](=[O:33])[NH:21][C:22]1[S:23][CH:24]=[C:25]([C:27]2[CH:32]=[CH:31][CH:30]=[CH:29][CH:28]=2)[N:26]=1)[NH2:5]. (2) Given the reactants [F:1][C:2]1[C:3]([C:27]2[CH:32]=[CH:31][CH:30]=[C:29]([O:33][C:34]3[S:35][CH:36]=[CH:37][N:38]=3)[CH:28]=2)=[CH:4][C:5](=[O:26])[N:6]([CH2:8][CH2:9][C@@:10]([CH3:25])([S:21]([CH3:24])(=[O:23])=[O:22])[C:11]([NH:13][O:14]C2CCCCO2)=[O:12])[CH:7]=1.FC1C(C2C=CC(N3N=CC=N3)=CC=2)=CC(=O)N(CC[C@@](C)(S(C)(=O)=O)C(NO)=O)C=1, predict the reaction product. The product is: [F:1][C:2]1[C:3]([C:27]2[CH:32]=[CH:31][CH:30]=[C:29]([O:33][C:34]3[S:35][CH:36]=[CH:37][N:38]=3)[CH:28]=2)=[CH:4][C:5](=[O:26])[N:6]([CH2:8][CH2:9][C@@:10]([CH3:25])([S:21]([CH3:24])(=[O:23])=[O:22])[C:11]([NH:13][OH:14])=[O:12])[CH:7]=1. (3) Given the reactants [F:1][C:2]1[CH:7]=[CH:6][C:5]([C:8]([C:17]2[CH:22]=[CH:21][C:20]([F:23])=[CH:19][CH:18]=2)([C:10]2[CH:15]=[CH:14][CH:13]=[C:12]([F:16])[CH:11]=2)O)=[CH:4][CH:3]=1.C([Cl:27])(=O)C, predict the reaction product. The product is: [F:1][C:2]1[CH:7]=[CH:6][C:5]([C:8]([C:17]2[CH:22]=[CH:21][C:20]([F:23])=[CH:19][CH:18]=2)([C:10]2[CH:15]=[CH:14][CH:13]=[C:12]([F:16])[CH:11]=2)[Cl:27])=[CH:4][CH:3]=1.